Predict which catalyst facilitates the given reaction. From a dataset of Catalyst prediction with 721,799 reactions and 888 catalyst types from USPTO. (1) Reactant: [Cl:1][C:2]1[CH:3]=[C:4]([CH:6]=[CH:7][C:8]=1[O:9][CH3:10])N.[OH:11]S(O)(=O)=O.N([O-])=O.[Na+]. Product: [Cl:1][C:2]1[CH:3]=[C:4]([OH:11])[CH:6]=[CH:7][C:8]=1[O:9][CH3:10]. The catalyst class is: 6. (2) Reactant: [C:1]([C:4]1[S:5][C:6]([B:9]([OH:11])[OH:10])=[CH:7][CH:8]=1)([OH:3])=[O:2].O[C:13]([C:16](O)([CH3:18])[CH3:17])([CH3:15])[CH3:14]. Product: [CH3:14][C:13]1([CH3:15])[C:16]([CH3:18])([CH3:17])[O:11][B:9]([C:6]2[S:5][C:4]([C:1]([OH:3])=[O:2])=[CH:8][CH:7]=2)[O:10]1. The catalyst class is: 182. (3) Reactant: [CH3:1][C:2]([CH3:22])([CH3:21])[C:3]([NH:5][C:6]1[C:15]([C:16]([O:18][CH3:19])=[O:17])=[C:14]2[C:9]([CH2:10][C:11](=O)[CH2:12][O:13]2)=[CH:8][CH:7]=1)=[O:4].O.[C:24]([OH:28])(=O)[CH:25]=O.O.[NH2:30][NH2:31]. Product: [CH3:22][C:2]([CH3:21])([CH3:1])[C:3]([NH:5][C:6]1[C:15]([C:16]([O:18][CH3:19])=[O:17])=[C:14]2[C:9]([C:10]3[CH:25]=[C:24]([OH:28])[N:30]=[N:31][C:11]=3[CH2:12][O:13]2)=[CH:8][CH:7]=1)=[O:4]. The catalyst class is: 219. (4) Reactant: C(O[C:6]([N:8]1[CH2:13][CH2:12][N:11]([C:14](OC(C)(C)C)=O)[CH2:10][CH:9]1[CH2:21][C:22](OC)=[O:23])=O)(C)(C)C.[H-].[H-].[H-].[H-].[Li+].[Al+3]. Product: [CH3:6][N:8]1[CH2:13][CH2:12][N:11]([CH3:14])[CH2:10][CH:9]1[CH2:21][CH2:22][OH:23]. The catalyst class is: 1. (5) Reactant: [O:1]1[C:5]2[CH:6]=[CH:7][CH:8]=[CH:9][C:4]=2[CH:3]=[C:2]1[C:10]([NH:12][C:13]1([C:19]([NH:21][CH:22]2[CH2:27][CH2:26][N:25]([C:28]3[CH:33]=[CH:32][CH:31]=[CH:30][C:29]=3[NH2:34])[CH2:24][C:23]2=[O:35])=[O:20])[CH2:18][CH2:17][CH2:16][CH2:15][CH2:14]1)=[O:11].[N-:36]=[N+:37]=[N-:38].[Na+].[CH:40](OCC)(OCC)OCC. Product: [O:1]1[C:5]2[CH:6]=[CH:7][CH:8]=[CH:9][C:4]=2[CH:3]=[C:2]1[C:10]([NH:12][C:13]1([C:19]([NH:21][CH:22]2[CH2:27][CH2:26][N:25]([C:28]3[CH:33]=[CH:32][CH:31]=[CH:30][C:29]=3[N:34]3[CH:40]=[N:38][N:37]=[N:36]3)[CH2:24][CH:23]2[OH:35])=[O:20])[CH2:18][CH2:17][CH2:16][CH2:15][CH2:14]1)=[O:11]. The catalyst class is: 15. (6) Reactant: C([N:8](CC1C=CC=CC=1)[C@@H:9]1[C:15](=[O:16])[NH:14][C:13]2[CH:17]=[C:18]([F:21])[CH:19]=[CH:20][C:12]=2[O:11][C@@H:10]1[C:22]([F:25])([F:24])[F:23])C1C=CC=CC=1. Product: [NH2:8][C@@H:9]1[C:15](=[O:16])[NH:14][C:13]2[CH:17]=[C:18]([F:21])[CH:19]=[CH:20][C:12]=2[O:11][C@@H:10]1[C:22]([F:25])([F:24])[F:23]. The catalyst class is: 19. (7) Reactant: [CH2:1]([Mg]Br)[CH3:2].[Cl:5][C:6]1[CH:7]=[CH:8][C:9]([CH:27]=[O:28])=[C:10]2[C:14]=1[N:13]=[C:12]1[N:15]([C:19]3[C:24]([Cl:25])=[CH:23][C:22]([Cl:26])=[CH:21][N:20]=3)[CH2:16][CH2:17][CH2:18][N:11]21. Product: [Cl:5][C:6]1[C:14]2[N:13]=[C:12]3[N:15]([C:19]4[C:24]([Cl:25])=[CH:23][C:22]([Cl:26])=[CH:21][N:20]=4)[CH2:16][CH2:17][CH2:18][N:11]3[C:10]=2[C:9]([CH:27]([OH:28])[CH2:1][CH3:2])=[CH:8][CH:7]=1. The catalyst class is: 7. (8) Reactant: [Br:1][CH2:2][C:3]1C=C(C(F)(F)F)C=C(Cl)[N:4]=1.[OH:14][CH2:15][C:16]1([C:29]2[CH:34]=[CH:33][C:32](F)=[CH:31][CH:30]=2)[CH2:21][CH2:20][N:19]([C:22]([O:24][C:25]([CH3:28])([CH3:27])[CH3:26])=[O:23])[CH2:18][CH2:17]1.[CH3:36][C:37]([CH3:40])([O-])[CH3:38].[K+]. Product: [Br:1][C:2]1[CH:36]=[C:37]([CH2:40][O:14][CH2:15][C:16]2([C:29]3[CH:34]=[CH:33][CH:32]=[CH:31][CH:30]=3)[CH2:21][CH2:20][N:19]([C:22]([O:24][C:25]([CH3:28])([CH3:27])[CH3:26])=[O:23])[CH2:18][CH2:17]2)[CH:38]=[N:4][CH:3]=1. The catalyst class is: 30. (9) Reactant: CN(C(O[N:16]1N=[N:16][C:11]2[CH:12]=[CH:13][CH:13]=[CH:12][C:11]1=2)=[N+](C)C)C.[B-](F)(F)(F)F.[F:23][C:24]1[CH:25]=[C:26]([N:31]2[CH2:35][CH2:34][CH2:33][C@@H:32]2[C:36]2[CH:37]=[C:38]([C:53]([OH:55])=O)[CH:39]=[C:40]3[C:45]=2[O:44][C:43]([N:46]2[CH2:51][CH2:50][O:49][CH2:48][CH2:47]2)=[CH:42][C:41]3=[O:52])[CH:27]=[C:28]([F:30])[CH:29]=1.CCN(C(C)C)C(C)C.Cl.N1CCC1. Product: [N:16]1([C:53]([C:38]2[CH:39]=[C:40]3[C:45](=[C:36]([C@H:32]4[CH2:33][CH2:34][CH2:35][N:31]4[C:26]4[CH:27]=[C:28]([F:30])[CH:29]=[C:24]([F:23])[CH:25]=4)[CH:37]=2)[O:44][C:43]([N:46]2[CH2:51][CH2:50][O:49][CH2:48][CH2:47]2)=[CH:42][C:41]3=[O:52])=[O:55])[CH2:13][CH2:12][CH2:11]1. The catalyst class is: 22.